Dataset: Forward reaction prediction with 1.9M reactions from USPTO patents (1976-2016). Task: Predict the product of the given reaction. (1) Given the reactants [F:1][C:2]([F:19])([F:18])[C:3]1[CH:8]=[CH:7][C:6]([C:9]([F:12])([F:11])[F:10])=[CH:5][C:4]=1[CH:13]=[CH:14][C:15](O)=[O:16].[CH3:20][C:21]1[N:25]([CH3:26])[C:24]([C:27]2[CH:28]=[C:29]([CH:31]=[CH:32][CH:33]=2)[NH2:30])=[CH:23][N:22]=1, predict the reaction product. The product is: [F:18][C:2]([F:1])([F:19])[C:3]1[CH:8]=[CH:7][C:6]([C:9]([F:12])([F:10])[F:11])=[CH:5][C:4]=1/[CH:13]=[CH:14]/[C:15]([NH:30][C:29]1[CH:31]=[CH:32][CH:33]=[C:27]([C:24]2[N:25]([CH3:26])[C:21]([CH3:20])=[N:22][CH:23]=2)[CH:28]=1)=[O:16]. (2) Given the reactants [C:1]([O:5][C:6](=[O:16])[N:7]([C@H:9]1[CH2:14][CH2:13][C@H:12]([OH:15])[CH2:11][CH2:10]1)[CH3:8])([CH3:4])([CH3:3])[CH3:2].[Br:17][CH2:18][CH2:19][CH2:20][CH2:21][CH2:22][CH2:23][CH2:24]Br, predict the reaction product. The product is: [C:1]([O:5][C:6](=[O:16])[N:7]([C@H:9]1[CH2:10][CH2:11][C@H:12]([O:15][CH2:24][CH2:23][CH2:22][CH2:21][CH2:20][CH2:19][CH2:18][Br:17])[CH2:13][CH2:14]1)[CH3:8])([CH3:4])([CH3:2])[CH3:3]. (3) Given the reactants [Cl:1][C:2]1[CH:29]=[CH:28][C:5]([CH2:6][NH:7][C:8]([C:10]2[C:11](=[O:27])[C:12]3[C:13]4[N:14]([CH:26]=2)[CH2:15][C:16](=[O:25])[N:17]([CH3:24])[C:18]=4[CH:19]=[C:20]([CH2:22]Cl)[CH:21]=3)=[O:9])=[CH:4][CH:3]=1.[O:30]1[CH:34]=[CH:33][C:32]([CH:35]([OH:39])[CH2:36][NH:37][CH3:38])=[CH:31]1.CN(C=O)C, predict the reaction product. The product is: [Cl:1][C:2]1[CH:3]=[CH:4][C:5]([CH2:6][NH:7][C:8]([C:10]2[C:11](=[O:27])[C:12]3[C:13]4[N:14]([CH:26]=2)[CH2:15][C:16](=[O:25])[N:17]([CH3:24])[C:18]=4[CH:19]=[C:20]([CH2:22][N:37]([CH2:36][CH:35]([C:32]2[CH:33]=[CH:34][O:30][CH:31]=2)[OH:39])[CH3:38])[CH:21]=3)=[O:9])=[CH:28][CH:29]=1. (4) Given the reactants Cl.[Cl:2][C:3]1[CH:7]=[C:6](C(O)=O)[N:5]([C:11]2[CH:12]=[N:13][CH:14]=[CH:15][CH:16]=2)[N:4]=1.F[C:18](F)(F)[C:19](O)=O.C[N:25](C=O)C, predict the reaction product. The product is: [Cl:2][C:3]1([NH:25][CH2:18][CH3:19])[CH:7]=[CH:6][N:5]([C:11]2[CH:12]=[N:13][CH:14]=[CH:15][CH:16]=2)[NH:4]1. (5) Given the reactants [F:1][C:2]1[CH:10]=[C:9]2[C:5]([C:6](I)=[CH:7][N:8]2[S:11]([C:14]2[CH:19]=[CH:18][CH:17]=[CH:16][CH:15]=2)(=[O:13])=[O:12])=[CH:4][CH:3]=1.[S:21]1[CH:25]=[CH:24][C:23]2[CH:26]=[CH:27][C:28](B3OC(C)(C)C(C)(C)O3)=[CH:29][C:22]1=2, predict the reaction product. The product is: [S:21]1[CH:25]=[CH:24][C:23]2[CH:26]=[CH:27][C:28]([C:6]3[C:5]4[C:9](=[CH:10][C:2]([F:1])=[CH:3][CH:4]=4)[N:8]([S:11]([C:14]4[CH:19]=[CH:18][CH:17]=[CH:16][CH:15]=4)(=[O:13])=[O:12])[CH:7]=3)=[CH:29][C:22]1=2. (6) Given the reactants Cl[C:2]1[C:11]2[C:6](=[CH:7][C:8]([O:12][CH3:13])=[CH:9][CH:10]=2)[N:5]=[C:4]([C:14]([F:23])([F:22])[C:15]2[CH:20]=[CH:19][C:18]([F:21])=[CH:17][N:16]=2)[N:3]=1.[NH2:24][C:25]1[CH:29]=[C:28]([CH3:30])[N:27]([C:31]([O:33][C:34]([CH3:37])([CH3:36])[CH3:35])=[O:32])[N:26]=1.CCN(C(C)C)C(C)C, predict the reaction product. The product is: [F:22][C:14]([F:23])([C:15]1[CH:20]=[CH:19][C:18]([F:21])=[CH:17][N:16]=1)[C:4]1[N:3]=[C:2]([NH:24][C:25]2[CH:29]=[C:28]([CH3:30])[N:27]([C:31]([O:33][C:34]([CH3:37])([CH3:36])[CH3:35])=[O:32])[N:26]=2)[C:11]2[C:6](=[CH:7][C:8]([O:12][CH3:13])=[CH:9][CH:10]=2)[N:5]=1. (7) Given the reactants [Cl:1][C:2]1[CH:7]=[CH:6][CH:5]=[CH:4][C:3]=1[C:8]1[C:12]([C:13]([C:15]2[CH:20]=[CH:19][C:18]([O:21][CH:22]3[CH2:25][N:24]([CH2:26][CH2:27][CH3:28])[CH2:23]3)=[CH:17][CH:16]=2)=[O:14])=[C:11]([C:29]2[CH:34]=[CH:33][C:32]([OH:35])=[CH:31][CH:30]=2)[O:10][N:9]=1.[BH4-].[Na+].O, predict the reaction product. The product is: [Cl:1][C:2]1[CH:7]=[CH:6][CH:5]=[CH:4][C:3]=1[C:8]1[C:12]([CH:13]([OH:14])[C:15]2[CH:16]=[CH:17][C:18]([O:21][CH:22]3[CH2:23][N:24]([CH2:26][CH2:27][CH3:28])[CH2:25]3)=[CH:19][CH:20]=2)=[C:11]([C:29]2[CH:30]=[CH:31][C:32]([OH:35])=[CH:33][CH:34]=2)[O:10][N:9]=1. (8) Given the reactants [CH:1](=O)[C:2]1[CH:7]=[CH:6][CH:5]=[CH:4][CH:3]=1.[CH3:9][C:10]([CH3:12])=O.[C:13](#[N:17])[CH2:14][C:15]#[N:16].C([O-])(=O)C.[NH4+:22], predict the reaction product. The product is: [NH2:16][C:15]1[N:22]=[C:10]([CH3:12])[CH:9]=[C:1]([C:2]2[CH:7]=[CH:6][CH:5]=[CH:4][CH:3]=2)[C:14]=1[C:13]#[N:17].